Dataset: Catalyst prediction with 721,799 reactions and 888 catalyst types from USPTO. Task: Predict which catalyst facilitates the given reaction. (1) Reactant: [F:1][C:2]1[CH:7]=[C:6]([O:8][CH2:9][CH:10]2[CH2:15][CH2:14][N:13]([CH2:16][C:17]([F:20])([CH3:19])[CH3:18])[CH2:12][CH2:11]2)[CH:5]=[CH:4][C:3]=1[C:21]1[CH:22]=[CH:23][C:24]([C:27](O)=[O:28])=[N:25][CH:26]=1.C(Cl)CCl.C1C=CC2N(O)N=NC=2C=1.CCN(C(C)C)C(C)C.[NH:53]1[CH2:57][CH2:56][CH2:55][C@H:54]1[C:58]([NH2:60])=[O:59]. Product: [F:1][C:2]1[CH:7]=[C:6]([O:8][CH2:9][CH:10]2[CH2:11][CH2:12][N:13]([CH2:16][C:17]([F:20])([CH3:18])[CH3:19])[CH2:14][CH2:15]2)[CH:5]=[CH:4][C:3]=1[C:21]1[CH:22]=[CH:23][C:24]([C:27]([N:53]2[CH2:57][CH2:56][CH2:55][C@H:54]2[C:58]([NH2:60])=[O:59])=[O:28])=[N:25][CH:26]=1. The catalyst class is: 34. (2) Reactant: Cl.[CH3:2][O:3][C:4](=[O:9])[C@H:5]([CH2:7][SH:8])[NH2:6].C(N(CC)CC)C.[C:17](O[C:17]([O:19][C:20]([CH3:23])([CH3:22])[CH3:21])=[O:18])([O:19][C:20]([CH3:23])([CH3:22])[CH3:21])=[O:18].C(O)(=O)CC(CC(O)=O)(C(O)=O)O. Product: [NH:6]([C:17]([O:19][C:20]([CH3:23])([CH3:22])[CH3:21])=[O:18])[C@H:5]([C:4]([O:3][CH3:2])=[O:9])[CH2:7][SH:8]. The catalyst class is: 54. (3) Reactant: [BH4-].[Li+].[F:3][C:4]1[CH:5]=[C:6]([C@@H:11]([CH:29]2[CH2:34][CH2:33][O:32][CH2:31][CH2:30]2)[CH2:12][C:13](N2[C@H](C3C=CC=CC=3)[C@H](C)N(C)C2=O)=[O:14])[CH:7]=[C:8]([F:10])[CH:9]=1. Product: [F:10][C:8]1[CH:7]=[C:6]([C@@H:11]([CH:29]2[CH2:30][CH2:31][O:32][CH2:33][CH2:34]2)[CH2:12][CH2:13][OH:14])[CH:5]=[C:4]([F:3])[CH:9]=1. The catalyst class is: 1. (4) Reactant: [Cl-].[In+3].[Cl-].[Cl-].C(O[CH:9]([CH:20]1[CH2:22][C:21]1([F:24])[F:23])[C:10]1[CH:15]=[CH:14][C:13]([C:16]([F:19])([F:18])[F:17])=[CH:12][CH:11]=1)(=O)C.[CH3:25][S:26]([CH2:29][C:30]1[CH:31]=[CH:32][CH:33]=[C:34]2[C:38]=1[NH:37][CH:36]=[CH:35]2)(=[O:28])=[O:27].C(=O)(O)[O-].[Na+]. Product: [F:24][C:21]1([F:23])[CH2:22][CH:20]1[CH:9]([C:10]1[CH:11]=[CH:12][C:13]([C:16]([F:17])([F:18])[F:19])=[CH:14][CH:15]=1)[C:35]1[C:34]2[C:38](=[C:30]([CH2:29][S:26]([CH3:25])(=[O:28])=[O:27])[CH:31]=[CH:32][CH:33]=2)[NH:37][CH:36]=1. The catalyst class is: 756. (5) Reactant: C[OH:2].[F:3][C:4]1[CH:12]=[C:11]([F:13])[CH:10]=[C:9]2[C:5]=1[CH2:6][CH2:7][C:8]2=O.[N:15](OCCC(C)C)=[O:16].Cl. Product: [F:13][C:11]1[CH:10]=[C:9]2[C:5](=[C:4]([F:3])[CH:12]=1)[C:6](=[O:2])/[C:7](=[N:15]/[OH:16])/[CH2:8]2. The catalyst class is: 6. (6) Reactant: [C:1]([O:5][CH:6]([C:11]1[C:16]([CH3:17])=[CH:15][CH:14]=[C:13]([C:18]([CH3:20])=[CH2:19])[C:12]=1[C:21]1[CH:22]=[CH:23][C:24]2[O:29][CH2:28][CH2:27][CH2:26][C:25]=2[CH:30]=1)[C:7]([O:9][CH3:10])=[O:8])([CH3:4])([CH3:3])[CH3:2]. Product: [C:1]([O:5][CH:6]([C:11]1[C:16]([CH3:17])=[CH:15][CH:14]=[C:13]([CH:18]([CH3:20])[CH3:19])[C:12]=1[C:21]1[CH:22]=[CH:23][C:24]2[O:29][CH2:28][CH2:27][CH2:26][C:25]=2[CH:30]=1)[C:7]([O:9][CH3:10])=[O:8])([CH3:3])([CH3:4])[CH3:2]. The catalyst class is: 43. (7) Reactant: [O:1]([C:8]1[CH:14]=[CH:13][CH:12]=[CH:11][C:9]=1[NH2:10])[C:2]1[CH:7]=[CH:6][CH:5]=[CH:4][CH:3]=1.C(N(C(C)C)CC)(C)C.[C:24](=[O:29])=[N:25][C:26](Cl)=[O:27].[NH2:30][C:31]1[S:32][CH:33]=[CH:34][N:35]=1. Product: [O:1]([C:8]1[CH:14]=[CH:13][CH:12]=[CH:11][C:9]=1[NH:10][C:24]([NH:25][C:26]([NH:30][C:31]1[S:32][CH:33]=[CH:34][N:35]=1)=[O:27])=[O:29])[C:2]1[CH:3]=[CH:4][CH:5]=[CH:6][CH:7]=1. The catalyst class is: 7. (8) Reactant: [CH:1]1[C:14]2[C:13](=[O:15])[C:12]3[C:7](=[CH:8][CH:9]=[C:10]([S:16](Cl)(=[O:18])=[O:17])[CH:11]=3)[C:6](=[O:20])[C:5]=2[CH:4]=[CH:3][C:2]=1[S:21](Cl)(=[O:23])=[O:22].C([N:28]([CH:31]([CH3:33])C)[CH2:29][CH3:30])(C)C. Product: [N:28]1([S:21]([C:2]2[CH:3]=[CH:4][C:5]3[C:6](=[O:20])[C:7]4[C:12](=[CH:11][C:10]([S:16]([N:28]5[CH2:29][CH2:30][CH2:5][CH2:4][CH2:3][CH2:33][CH2:31]5)(=[O:18])=[O:17])=[CH:9][CH:8]=4)[C:13](=[O:15])[C:14]=3[CH:1]=2)(=[O:23])=[O:22])[CH2:31][CH2:33][CH2:14][CH2:1][CH2:2][CH2:30][CH2:29]1. The catalyst class is: 2. (9) Reactant: [Cl:1][C:2]1[CH:3]=[CH:4][C:5]([F:23])=[C:6]([CH:22]=1)[C:7]([CH:9]1[CH2:14][CH2:13][N:12](C(OC(C)(C)C)=O)[CH2:11][CH2:10]1)=[O:8].[ClH:24]. Product: [Cl:1][C:2]1[CH:3]=[CH:4][C:5]([F:23])=[C:6]([C:7]([CH:9]2[CH2:10][CH2:11][NH:12][CH2:13][CH2:14]2)=[O:8])[CH:22]=1.[ClH:24]. The catalyst class is: 12.